Predict the reaction yield, written as a fraction of the theoretical maximum amount of product (1.0 means a 100% yield; for example, 0.34 means a 34% yield). From a dataset of Reaction yield outcomes from USPTO patents with 853,638 reactions. (1) The reactants are Br[C:2]1[CH:3]=[C:4]2[C:9](=[CH:10][C:11]=1[Cl:12])[N:8]=[CH:7][N:6]=[C:5]2[N:13]1[CH2:18][CH2:17][N:16]([C:19]([O:21][C:22]([CH3:25])([CH3:24])[CH3:23])=[O:20])[CH:15]([C:26](=[O:28])[NH2:27])[CH2:14]1.[CH:29]1(B(O)O)[CH2:31][CH2:30]1.C1(P(C2CCCCC2)C2CCCCC2)CCCCC1. The catalyst is C1(C)C=CC=CC=1.O.CC([O-])=O.CC([O-])=O.[Pd+2]. The product is [C:26]([CH:15]1[CH2:14][N:13]([C:5]2[C:4]3[C:9](=[CH:10][C:11]([Cl:12])=[C:2]([CH:29]4[CH2:31][CH2:30]4)[CH:3]=3)[N:8]=[CH:7][N:6]=2)[CH2:18][CH2:17][N:16]1[C:19]([O:21][C:22]([CH3:23])([CH3:24])[CH3:25])=[O:20])(=[O:28])[NH2:27]. The yield is 0.560. (2) The reactants are [CH2:1]([O:8][C:9]([C:11]1[C:19]2[C:14](=[CH:15][CH:16]=[C:17]([CH2:20][CH2:21]OS(C)(=O)=O)[CH:18]=2)[NH:13][C:12]=1[CH3:27])=[O:10])[C:2]1[CH:7]=[CH:6][CH:5]=[CH:4][CH:3]=1.[NH:28]1[CH2:33][CH2:32][CH2:31][CH2:30][CH2:29]1. The catalyst is O1CCOCC1. The product is [CH2:1]([O:8][C:9]([C:11]1[C:19]2[C:14](=[CH:15][CH:16]=[C:17]([CH2:20][CH2:21][N:28]3[CH2:33][CH2:32][CH2:31][CH2:30][CH2:29]3)[CH:18]=2)[NH:13][C:12]=1[CH3:27])=[O:10])[C:2]1[CH:7]=[CH:6][CH:5]=[CH:4][CH:3]=1. The yield is 0.630. (3) The reactants are [Li+].C[Si]([N-][Si](C)(C)C)(C)C.[O:11]=[C:12]1[CH2:17][CH2:16][CH:15]([O:18][CH2:19][CH:20]2[CH2:25][CH2:24][N:23]([C:26]([O:28][CH2:29][C:30]3[CH:35]=[CH:34][CH:33]=[CH:32][CH:31]=3)=[O:27])[CH2:22][CH2:21]2)[CH2:14][CH2:13]1.[F:36][C:37]([F:56])([F:55])[S:38](N(C1C=CC=CC=1)[S:38]([C:37]([F:56])([F:55])[F:36])(=[O:40])=[O:39])(=[O:40])=[O:39]. The catalyst is C1COCC1. The product is [F:36][C:37]([F:56])([F:55])[S:38]([O:11][C:12]1[CH2:17][CH2:16][CH:15]([O:18][CH2:19][CH:20]2[CH2:21][CH2:22][N:23]([C:26]([O:28][CH2:29][C:30]3[CH:31]=[CH:32][CH:33]=[CH:34][CH:35]=3)=[O:27])[CH2:24][CH2:25]2)[CH2:14][CH:13]=1)(=[O:40])=[O:39]. The yield is 0.780. (4) The reactants are [CH2:1]1[CH:10]2[N:5]([CH2:6][CH2:7][CH2:8][CH2:9]2)[CH2:4][CH:3]([C:11](OCC)=[O:12])[CH2:2]1.[H-].[Al+3].[Li+].[H-].[H-].[H-].C(OCC)(=O)C.[OH-].[Na+]. The catalyst is O1CCCC1.O. The product is [CH2:1]1[CH:10]2[N:5]([CH2:6][CH2:7][CH2:8][CH2:9]2)[CH2:4][CH:3]([CH2:11][OH:12])[CH2:2]1. The yield is 0.880. (5) The reactants are [N:1]1([CH2:6][CH2:7][CH2:8][O:9][C:10]2[CH:15]=[CH:14][C:13]([C:16]3([CH2:22][NH2:23])[CH2:21][CH2:20][O:19][CH2:18][CH2:17]3)=[CH:12][CH:11]=2)[CH2:5][CH2:4][CH2:3][CH2:2]1.[CH2:24](N(CC)CC)C.[C:31]([O:35][C:36](O[C:36]([O:35][C:31]([CH3:34])([CH3:33])[CH3:32])=[O:37])=[O:37])([CH3:34])([CH3:33])[CH3:32]. The catalyst is ClCCl. The product is [C:31]([O:35][C:36](=[O:37])[N:23]([CH3:24])[CH2:22][C:16]1([C:13]2[CH:14]=[CH:15][C:10]([O:9][CH2:8][CH2:7][CH2:6][N:1]3[CH2:5][CH2:4][CH2:3][CH2:2]3)=[CH:11][CH:12]=2)[CH2:17][CH2:18][O:19][CH2:20][CH2:21]1)([CH3:34])([CH3:33])[CH3:32]. The yield is 0.690. (6) The reactants are [C:1]1([C:22]2[CH:27]=[CH:26][CH:25]=[CH:24][CH:23]=2)[CH:6]=[CH:5][CH:4]=[CH:3][C:2]=1[NH:7][C:8]([O:10][CH:11]1[CH2:16][CH2:15][N:14]([CH2:17][CH2:18][C:19]([OH:21])=O)[CH2:13][CH2:12]1)=[O:9].CN(C(ON1N=NC2C=CC=NC1=2)=[N+](C)C)C.F[P-](F)(F)(F)(F)F.[NH2:52][CH2:53][CH2:54][CH2:55][CH2:56][CH2:57][OH:58].CCN(C(C)C)C(C)C. The catalyst is C(Cl)Cl.CS(C)=O. The product is [O:58]=[CH:57][CH2:56][CH2:55][CH2:54][CH2:53][NH:52][C:19]([CH2:18][CH2:17][N:14]1[CH2:13][CH2:12][CH:11]([O:10][C:8](=[O:9])[NH:7][C:2]2[CH:3]=[CH:4][CH:5]=[CH:6][C:1]=2[C:22]2[CH:23]=[CH:24][CH:25]=[CH:26][CH:27]=2)[CH2:16][CH2:15]1)=[O:21]. The yield is 0.800. (7) The reactants are Cl.Cl.[NH:3]1[CH2:6][CH:5]([C:7]2[C:8]([O:28][CH3:29])=[C:9]([CH:15]([N:17]3[C:21]4=[N:22][CH:23]=[N:24][C:25]([NH2:26])=[C:20]4[C:19]([CH3:27])=[N:18]3)[CH3:16])[CH:10]=[C:11]([Cl:14])[C:12]=2[CH3:13])[CH2:4]1.[F:30][C:31]([F:36])([F:35])[C@H:32]1[CH2:34][O:33]1.C(N(CC)CC)C. The catalyst is C(O)C.CO. The product is [NH2:26][C:25]1[N:24]=[CH:23][N:22]=[C:21]2[N:17]([CH:15]([C:9]3[C:8]([O:28][CH3:29])=[C:7]([CH:5]4[CH2:4][N:3]([CH2:34][C@@H:32]([OH:33])[C:31]([F:36])([F:35])[F:30])[CH2:6]4)[C:12]([CH3:13])=[C:11]([Cl:14])[CH:10]=3)[CH3:16])[N:18]=[C:19]([CH3:27])[C:20]=12. The yield is 0.280. (8) The reactants are [CH3:1]C(C)([O-])C.[K+].[I-].C[P+](C1C=CC=CC=1)(C1C=CC=CC=1)C1C=CC=CC=1.[Br:28][C:29]1[CH:30]=[C:31]([CH:35]([N:39]2[CH:43]=[C:42]([C:44]3[C:45]4[CH:52]=[CH:51][N:50]([CH2:53][O:54][CH2:55][CH2:56][Si:57]([CH3:60])([CH3:59])[CH3:58])[C:46]=4[N:47]=[CH:48][N:49]=3)[CH:41]=[N:40]2)[CH2:36][CH:37]=O)[CH:32]=[CH:33][CH:34]=1. The catalyst is C1COCC1. The product is [Br:28][C:29]1[CH:30]=[C:31]([CH:35]([N:39]2[CH:43]=[C:42]([C:44]3[C:45]4[CH:52]=[CH:51][N:50]([CH2:53][O:54][CH2:55][CH2:56][Si:57]([CH3:60])([CH3:58])[CH3:59])[C:46]=4[N:47]=[CH:48][N:49]=3)[CH:41]=[N:40]2)[CH2:36][CH:37]=[CH2:1])[CH:32]=[CH:33][CH:34]=1. The yield is 0.400. (9) The reactants are [CH3:1][O:2][C:3]1[CH:12]=[CH:11][C:10]2[C:5](=[CH:6][CH:7]=[CH:8][CH:9]=2)[CH:4]=1.CC([O-])(C)C.[K+].[SiH:19]([CH2:24][CH3:25])([CH2:22][CH3:23])[CH2:20][CH3:21]. The catalyst is O1CCCC1. The product is [CH2:20]([Si:19]([CH2:24][CH3:25])([CH2:22][CH3:23])[C:12]1[C:3]([O:2][CH3:1])=[CH:4][C:5]2[C:10](=[CH:9][CH:8]=[CH:7][CH:6]=2)[CH:11]=1)[CH3:21]. The yield is 0.580.